This data is from Forward reaction prediction with 1.9M reactions from USPTO patents (1976-2016). The task is: Predict the product of the given reaction. Given the reactants [F:1][C:2]1[C:3]([C:10]([F:13])([F:12])[F:11])=[N:4][CH:5]=[CH:6][C:7]=1[CH:8]=O.Cl.[NH2:15][OH:16].C([O-])(=O)C.[NH4+], predict the reaction product. The product is: [F:1][C:2]1[C:3]([C:10]([F:13])([F:12])[F:11])=[N:4][CH:5]=[CH:6][C:7]=1[CH:8]=[N:15][OH:16].